Task: Predict the product of the given reaction.. Dataset: Forward reaction prediction with 1.9M reactions from USPTO patents (1976-2016) (1) The product is: [O:29]=[C:27]1[C:26]2[C:25](=[CH:33][CH:32]=[CH:31][CH:30]=2)[C:24](=[O:34])[N:28]1[CH2:22][C:4]1[N:3]([CH2:1][CH3:2])[C:7]([S:8][C:9]2[CH:10]=[C:11]([C:17]#[N:18])[CH:12]=[C:13]([CH:16]=2)[C:14]#[N:15])=[C:6]([CH:19]([CH3:20])[CH3:21])[N:5]=1. Given the reactants [CH2:1]([N:3]1[C:7]([S:8][C:9]2[CH:10]=[C:11]([C:17]#[N:18])[CH:12]=[C:13]([CH:16]=2)[C:14]#[N:15])=[C:6]([CH:19]([CH3:21])[CH3:20])[N:5]=[C:4]1[CH2:22]O)[CH3:2].[C:24]1(=[O:34])[NH:28][C:27](=[O:29])[C:26]2=[CH:30][CH:31]=[CH:32][CH:33]=[C:25]12, predict the reaction product. (2) Given the reactants [CH3:1][O:2][C:3]1[CH:8]=[CH:7][C:6]([C:9]2[CH:10]=[C:11](C=O)[O:12][C:13]=2[C:14]2[CH:19]=[CH:18][CH:17]=[CH:16][CH:15]=2)=[CH:5][CH:4]=1.[C:22](O)(=O)[CH2:23][C:24]([OH:26])=[O:25].Cl, predict the reaction product. The product is: [CH3:1][O:2][C:3]1[CH:4]=[CH:5][C:6]([C:9]2[CH:10]=[C:11](/[CH:22]=[CH:23]/[C:24]([OH:26])=[O:25])[O:12][C:13]=2[C:14]2[CH:15]=[CH:16][CH:17]=[CH:18][CH:19]=2)=[CH:7][CH:8]=1.